Dataset: Forward reaction prediction with 1.9M reactions from USPTO patents (1976-2016). Task: Predict the product of the given reaction. Given the reactants [CH3:1][O:2][C:3]1[CH:4]=[C:5]([C:19](O)=[O:20])[C:6]([C:9]2[CH:14]=[CH:13][C:12]([C:15]([F:18])([F:17])[F:16])=[CH:11][CH:10]=2)=[CH:7][CH:8]=1.[N:22]1[CH:27]=[CH:26][CH:25]=[CH:24][C:23]=1[CH2:28][CH2:29][NH:30][C:31]1[CH:36]=[CH:35][C:34]([NH2:37])=[CH:33][N:32]=1.O.ON1C2C=CC=CC=2N=N1.Cl.CN(C)CCCN=C=NCC, predict the reaction product. The product is: [CH3:1][O:2][C:3]1[CH:4]=[C:5]([C:19]([NH:37][C:34]2[CH:33]=[N:32][C:31]([NH:30][CH2:29][CH2:28][C:23]3[CH:24]=[CH:25][CH:26]=[CH:27][N:22]=3)=[CH:36][CH:35]=2)=[O:20])[C:6]([C:9]2[CH:10]=[CH:11][C:12]([C:15]([F:18])([F:17])[F:16])=[CH:13][CH:14]=2)=[CH:7][CH:8]=1.